Predict which catalyst facilitates the given reaction. From a dataset of Catalyst prediction with 721,799 reactions and 888 catalyst types from USPTO. (1) Reactant: [C:1]([C:4]1[N:12]2[C:7]([C:8]([NH2:13])=[N:9][CH:10]=[N:11]2)=[C:6]([C:14]2[CH:19]=[CH:18][C:17]([NH:20][C:21]([NH:23][C:24]3[CH:29]=[C:28]([C:30]([F:33])([F:32])[F:31])[CH:27]=[CH:26][C:25]=3[F:34])=[O:22])=[CH:16][CH:15]=2)[CH:5]=1)(=[O:3])[CH3:2].C(N(C(C)C)CC)(C)C.C[Si](OS(C(F)(F)F)(=O)=O)(C)C.[Br:56]N1C(C)(C)C(=O)N(Br)C1=O. Product: [Br:56][CH2:2][C:1]([C:4]1[N:12]2[C:7]([C:8]([NH2:13])=[N:9][CH:10]=[N:11]2)=[C:6]([C:14]2[CH:19]=[CH:18][C:17]([NH:20][C:21]([NH:23][C:24]3[CH:29]=[C:28]([C:30]([F:33])([F:32])[F:31])[CH:27]=[CH:26][C:25]=3[F:34])=[O:22])=[CH:16][CH:15]=2)[CH:5]=1)=[O:3]. The catalyst class is: 1. (2) Reactant: [O:1]1[CH2:5][CH2:4][CH2:3][CH:2]1S(N)=O.Cl.[CH:10]1[CH:11]=[CH:12][C:13]2N(O)N=N[C:14]=2[CH:15]=1.C(N(CC)CC)C.C(Cl)C[Cl:29]. Product: [Cl:29][C:14]1[CH:13]=[CH:12][C:11]([CH:2]2[CH2:3][CH2:4][CH2:5][O:1]2)=[CH:10][CH:15]=1. The catalyst class is: 138. (3) Reactant: [Cl:1][C:2]1[CH:3]=[C:4]([NH:9][C:10]2[C:19]3[C:14](=[CH:15][C:16]([O:21][CH3:22])=[C:17]([OH:20])[CH:18]=3)[N:13]=[CH:12][N:11]=2)[CH:5]=[CH:6][C:7]=1[F:8].C([O-])([O-])=O.[K+].[K+].Cl[CH2:30][CH2:31][CH2:32][N:33]1[CH2:38][C@H:37]2[C@:35]([OH:39])([CH2:36]2)[CH2:34]1. Product: [Cl:1][C:2]1[CH:3]=[C:4]([NH:9][C:10]2[C:19]3[C:14](=[CH:15][C:16]([O:21][CH3:22])=[C:17]([O:20][CH2:30][CH2:31][CH2:32][N:33]4[CH2:38][C@H:37]5[C@:35]([OH:39])([CH2:36]5)[CH2:34]4)[CH:18]=3)[N:13]=[CH:12][N:11]=2)[CH:5]=[CH:6][C:7]=1[F:8]. The catalyst class is: 3. (4) Reactant: C[O:2][C:3]1[CH:4]=[C:5]([CH:8]=[CH:9][C:10]=1[C:11]1[CH:16]=[CH:15][CH:14]=[CH:13][CH:12]=1)[CH:6]=[O:7].B(Br)(Br)Br.O. Product: [OH:2][C:3]1[CH:4]=[C:5]([CH:8]=[CH:9][C:10]=1[C:11]1[CH:12]=[CH:13][CH:14]=[CH:15][CH:16]=1)[CH:6]=[O:7]. The catalyst class is: 4.